Dataset: Full USPTO retrosynthesis dataset with 1.9M reactions from patents (1976-2016). Task: Predict the reactants needed to synthesize the given product. (1) Given the product [OH:20][CH2:19][C:16]1[CH:17]=[CH:18][C:13]([CH2:12][N:1]2[CH:5]=[C:4]([C:6]([O:8][CH2:9][CH3:10])=[O:7])[CH:3]=[N:2]2)=[CH:14][CH:15]=1, predict the reactants needed to synthesize it. The reactants are: [NH:1]1[CH:5]=[C:4]([C:6]([O:8][CH2:9][CH3:10])=[O:7])[CH:3]=[N:2]1.Cl[CH2:12][C:13]1[CH:18]=[CH:17][C:16]([CH2:19][OH:20])=[CH:15][CH:14]=1.C(=O)([O-])[O-].[K+].[K+].O. (2) Given the product [CH2:3]([N:2]([CH3:1])[CH2:11][CH2:12][O:19][C:14](=[O:18])[C:15]([CH3:17])=[CH2:16])/[CH:4]=[CH:5]/[CH2:6][CH2:7][CH2:8][CH:9]=[CH2:10], predict the reactants needed to synthesize it. The reactants are: [CH3:1][N:2]([CH:11](O)[CH3:12])[CH2:3][CH:4]=[CH:5][CH2:6][CH2:7][CH2:8][CH:9]=[CH2:10].[C:14]([O:19]C)(=[O:18])[C:15]([CH3:17])=[CH2:16]. (3) Given the product [CH2:1]([O:8][C:9]1[CH:10]=[C:11]([CH3:30])[C:12]([CH2:16][C:18]2[CH:19]=[CH:20][C:21]([CH2:24][CH2:25][O:26][CH2:27][O:28][CH3:29])=[CH:22][CH:23]=2)=[CH:13][C:14]=1[Br:15])[C:2]1[CH:3]=[CH:4][CH:5]=[CH:6][CH:7]=1, predict the reactants needed to synthesize it. The reactants are: [CH2:1]([O:8][C:9]1[C:14]([Br:15])=[CH:13][C:12]([CH:16]([C:18]2[CH:23]=[CH:22][C:21]([CH2:24][CH2:25][O:26][CH2:27][O:28][CH3:29])=[CH:20][CH:19]=2)O)=[C:11]([CH3:30])[CH:10]=1)[C:2]1[CH:7]=[CH:6][CH:5]=[CH:4][CH:3]=1.[SiH](CC)(CC)CC.B(F)(F)F.CCOCC.C(=O)(O)[O-].[Na+].